Dataset: NCI-60 drug combinations with 297,098 pairs across 59 cell lines. Task: Regression. Given two drug SMILES strings and cell line genomic features, predict the synergy score measuring deviation from expected non-interaction effect. (1) Drug 1: CC(CN1CC(=O)NC(=O)C1)N2CC(=O)NC(=O)C2. Drug 2: CCCS(=O)(=O)NC1=C(C(=C(C=C1)F)C(=O)C2=CNC3=C2C=C(C=N3)C4=CC=C(C=C4)Cl)F. Cell line: LOX IMVI. Synergy scores: CSS=39.8, Synergy_ZIP=-7.59, Synergy_Bliss=-6.18, Synergy_Loewe=-1.86, Synergy_HSA=0.475. (2) Drug 1: CC1=C2C(C(=O)C3(C(CC4C(C3C(C(C2(C)C)(CC1OC(=O)C(C(C5=CC=CC=C5)NC(=O)OC(C)(C)C)O)O)OC(=O)C6=CC=CC=C6)(CO4)OC(=O)C)OC)C)OC. Drug 2: CS(=O)(=O)C1=CC(=C(C=C1)C(=O)NC2=CC(=C(C=C2)Cl)C3=CC=CC=N3)Cl. Cell line: SW-620. Synergy scores: CSS=69.9, Synergy_ZIP=20.0, Synergy_Bliss=19.7, Synergy_Loewe=-14.7, Synergy_HSA=18.2. (3) Drug 1: C1=CC(=CC=C1C#N)C(C2=CC=C(C=C2)C#N)N3C=NC=N3. Drug 2: CC1=C(C(=CC=C1)Cl)NC(=O)C2=CN=C(S2)NC3=CC(=NC(=N3)C)N4CCN(CC4)CCO. Cell line: UACC-257. Synergy scores: CSS=-3.39, Synergy_ZIP=1.80, Synergy_Bliss=1.42, Synergy_Loewe=-6.68, Synergy_HSA=-3.69. (4) Drug 1: C1CCC(CC1)NC(=O)N(CCCl)N=O. Drug 2: C(=O)(N)NO. Cell line: HCT-15. Synergy scores: CSS=24.6, Synergy_ZIP=5.86, Synergy_Bliss=6.94, Synergy_Loewe=-12.5, Synergy_HSA=5.17.